Task: Predict the reaction yield, written as a fraction of the theoretical maximum amount of product (1.0 means a 100% yield; for example, 0.34 means a 34% yield).. Dataset: Reaction yield outcomes from USPTO patents with 853,638 reactions (1) The reactants are [S:1]([O:6]C)([O:4][CH3:5])(=[O:3])=[O:2].C([C:12]1[NH:13][CH:14]=[CH:15][N:16]=1)CCC.[CH2:17](O)[CH2:18][CH2:19][CH2:20][CH2:21][CH2:22][CH2:23][CH3:24]. The catalyst is CO. The product is [CH2:5]([O:4][S:1]([O-:6])(=[O:3])=[O:2])[CH2:17][CH2:18][CH2:19][CH2:20][CH2:21][CH2:22][CH3:23].[CH2:21]([N+:16]1[CH:15]=[CH:14][N:13]([CH3:5])[CH:12]=1)[CH2:22][CH2:23][CH3:24]. The yield is 1.00. (2) The reactants are [CH2:1]([N:8]1[CH2:22][CH2:21][CH2:20][C@H:9]1[C:10](OCC1C=CC=CC=1)=[O:11])[C:2]1[CH:7]=[CH:6][CH:5]=[CH:4][CH:3]=1.[H-].[H-].[H-].[H-].[Li+].[Al+3]. The catalyst is C1COCC1. The product is [CH2:1]([N:8]1[CH2:22][CH2:21][CH2:20][CH:9]1[CH2:10][OH:11])[C:2]1[CH:7]=[CH:6][CH:5]=[CH:4][CH:3]=1. The yield is 0.620.